Regression. Given a peptide amino acid sequence and an MHC pseudo amino acid sequence, predict their binding affinity value. This is MHC class I binding data. From a dataset of Peptide-MHC class I binding affinity with 185,985 pairs from IEDB/IMGT. (1) The peptide sequence is HFRGFSKSI. The MHC is HLA-A31:01 with pseudo-sequence HLA-A31:01. The binding affinity (normalized) is 0. (2) The peptide sequence is LRRGGRWIL. The MHC is Mamu-A07 with pseudo-sequence Mamu-A07. The binding affinity (normalized) is 0.0648.